This data is from Reaction yield outcomes from USPTO patents with 853,638 reactions. The task is: Predict the reaction yield, written as a fraction of the theoretical maximum amount of product (1.0 means a 100% yield; for example, 0.34 means a 34% yield). The product is [CH3:51][O:50][C:48]([C:47]1[CH:46]=[C:45]([CH:54]=[CH:53][CH:52]=1)[CH2:44][N:3]1[CH2:4][CH:5]([C:22]2[CH:27]=[CH:26][CH:25]=[CH:24][CH:23]=2)[C:6]2([CH2:11][CH2:10][N:9]([C:12]([O:14][CH2:15][C:16]3[CH:17]=[CH:18][CH:19]=[CH:20][CH:21]=3)=[O:13])[CH2:8][CH2:7]2)[C:2]1=[O:1])=[O:49]. The catalyst is CN(C)C=O.C(OCC)(=O)C. The yield is 0.920. The reactants are [O:1]=[C:2]1[C:6]2([CH2:11][CH2:10][N:9]([C:12]([O:14][CH2:15][C:16]3[CH:21]=[CH:20][CH:19]=[CH:18][CH:17]=3)=[O:13])[CH2:8][CH2:7]2)[CH:5]([C:22]2[CH:27]=[CH:26][CH:25]=[CH:24][CH:23]=2)[CH2:4][NH:3]1.C[Si]([N-][Si](C)(C)C)(C)C.[Li+].O1CCCC1.Br[CH2:44][C:45]1[CH:46]=[C:47]([CH:52]=[CH:53][CH:54]=1)[C:48]([O:50][CH3:51])=[O:49].